Dataset: Experimentally validated miRNA-target interactions with 360,000+ pairs, plus equal number of negative samples. Task: Binary Classification. Given a miRNA mature sequence and a target amino acid sequence, predict their likelihood of interaction. (1) The miRNA is mmu-miR-1927 with sequence GACCUCUGGAUGUUAGGGACUGA. The protein sequence of the target gene is MESIFHEKQEGSLCAQHCLNNLLQGEYFSPVELSSIAHQLDEEERMRMAEGGVTSEDYRTFLQQPSGNMDDSGFFSIQVISNALKVWGLELILFNSPEYQRLRIDPINERSFICNYKEHWFTVRKLGKQWFNLNSLLTGPELISDTYLALFLAQLQQEGYSIFVVKGDLPDCEADQLLQMIRVQQMHRPKLIGEELAQLKEQRVHKTDLERVLEANDGSGMLDEDEEDLQRALALSRQEIDMEDEEADLRRAIQLSMQGSSRNISQDMTQTSGTNLTSEELRKRREAYFEKQQQKQQQQQ.... Result: 0 (no interaction). (2) The miRNA is hsa-miR-218-2-3p with sequence CAUGGUUCUGUCAAGCACCGCG. The protein sequence of the target gene is MAKKYDFLFKLLLIGDSGVGKTCLIIRFAEDNFNSTYISTIGIDFKVKTIEVEGKKVKLQVWDTAGQERFKTITTAYYRGAMGIILVYDITDEKSYENIQNWMKSIKENASAGVSRMLLGNKCDIEAKRKVSKETGEKLAKEHGIRFFETSAKSSINVEESFTSLARDILLKSNKKPGPSGREVKLTSTEKKSSSKCLLL. Result: 0 (no interaction). (3) The miRNA is hsa-miR-4528 with sequence UCAUUAUAUGUAUGAUCUGGAC. The protein sequence of the target gene is MVDYHAANQSYQYGPSSAGNGAGGGGSMGDYMAQEDDWDRDLLLDPAWEKQQRKTFTAWCNSHLRKAGTQIENIDEDFRDGLKLMLLLEVISGERLPKPERGKMRVHKINNVNKALDFIASKGVKLVSIGAEEIVDGNAKMTLGMIWTIILRFAIQDISVEETSAKEGLLLWCQRKTAPYKNVNVQNFHISWKDGLAFNALIHRHRPELIEYDKLRKDDPVTNLNNAFEVAEKYLDIPKMLDAEDIVNTARPDEKAIMTYVSSFYHAFSGAQKAETAANRICKVLAVNQENEHLMEDYEK.... Result: 1 (interaction). (4) The miRNA is hsa-miR-31-5p with sequence AGGCAAGAUGCUGGCAUAGCU. The protein sequence of the target gene is MVRISKPKTFQAYLDDCHRRYSCAHCRAHLANHDDLISKSFQGSQGRAYLFNSVVNVGCGPAEERVLLTGLHAVADIHCENCKTTLGWKYEQAFESSQKYKEGKYIIELNHMIKDNGWD. Result: 0 (no interaction).